From a dataset of Reaction yield outcomes from USPTO patents with 853,638 reactions. Predict the reaction yield, written as a fraction of the theoretical maximum amount of product (1.0 means a 100% yield; for example, 0.34 means a 34% yield). (1) The reactants are [C:1]([C:5](=[CH:11][C:12]1[CH:17]=[CH:16][C:15]([O:18][CH3:19])=[CH:14][C:13]=1[CH2:20][N:21]([C:29]([O:31][C:32]([CH3:35])([CH3:34])[CH3:33])=[O:30])[C:22]([O:24][C:25]([CH3:28])([CH3:27])[CH3:26])=[O:23])[CH2:6][C:7]([O:9][CH3:10])=[O:8])([O:3][CH3:4])=[O:2].[H][H]. The catalyst is [Pd].C(OCC)(=O)C. The product is [C:1]([CH:5]([CH2:11][C:12]1[CH:17]=[CH:16][C:15]([O:18][CH3:19])=[CH:14][C:13]=1[CH2:20][N:21]([C:29]([O:31][C:32]([CH3:35])([CH3:34])[CH3:33])=[O:30])[C:22]([O:24][C:25]([CH3:28])([CH3:26])[CH3:27])=[O:23])[CH2:6][C:7]([O:9][CH3:10])=[O:8])([O:3][CH3:4])=[O:2]. The yield is 1.00. (2) The reactants are [C:1]([O:5][C:6]([N:8]1[CH2:13][CH2:12][CH:11]([C:14]2[N:15]([CH2:20][CH2:21][O:22]C3CCCCO3)[CH:16]=[C:17]([Br:19])[N:18]=2)[CH2:10][CH2:9]1)=[O:7])([CH3:4])([CH3:3])[CH3:2].C1(C)C=CC(S(O)(=O)=O)=CC=1. The catalyst is CO. The product is [C:1]([O:5][C:6]([N:8]1[CH2:13][CH2:12][CH:11]([C:14]2[N:15]([CH2:20][CH2:21][OH:22])[CH:16]=[C:17]([Br:19])[N:18]=2)[CH2:10][CH2:9]1)=[O:7])([CH3:4])([CH3:3])[CH3:2]. The yield is 0.930.